From a dataset of Blood-brain barrier penetration binary classification data from Martins et al.. Regression/Classification. Given a drug SMILES string, predict its absorption, distribution, metabolism, or excretion properties. Task type varies by dataset: regression for continuous measurements (e.g., permeability, clearance, half-life) or binary classification for categorical outcomes (e.g., BBB penetration, CYP inhibition). Dataset: bbb_martins. (1) The compound is CN1CCN(C2=Nc3ccccc3Sc3nccn32)CC1. The result is 1 (penetrates BBB). (2) The drug is CCC(=O)c1ccc2c(c1)N(CC(C)N(C)C)c1ccccc1S2. The result is 1 (penetrates BBB). (3) The molecule is CCOC1c2ccccc2C(=O)N(C)c2ccccc21. The result is 1 (penetrates BBB). (4) The compound is CCC(CC)(CNC(=O)CCCO)c1cccc(OC)c1. The result is 1 (penetrates BBB). (5) The compound is OCCN1CCN(CC/C=C2/c3ccccc3Sc3ccc(C(F)(F)F)cc32)CC1. The result is 1 (penetrates BBB). (6) The drug is C=C(C)[C@@H]1CCC(C)=CC1c1c(O)cc(CCCCC)cc1O. The result is 1 (penetrates BBB).